This data is from hERG potassium channel inhibition data for cardiac toxicity prediction from Karim et al.. The task is: Regression/Classification. Given a drug SMILES string, predict its toxicity properties. Task type varies by dataset: regression for continuous values (e.g., LD50, hERG inhibition percentage) or binary classification for toxic/non-toxic outcomes (e.g., AMES mutagenicity, cardiotoxicity, hepatotoxicity). Dataset: herg_karim. (1) The result is 0 (non-blocker). The compound is COc1cc2c(Oc3ccc4[nH]c(C)c(C)c4c3)ncnc2cc1OCCN1CCN(CC(C)=O)CC1. (2) The drug is N=C(Nc1ccc2c(c1)CCN2C1CCNCC1)c1cccs1. The result is 0 (non-blocker). (3) The molecule is Cc1c(C(=O)NCCCN2CCN(c3cccc(Cl)c3Cl)CC2)cc(-c2ccccn2)n1C. The result is 1 (blocker). (4) The drug is CNC(=O)c1cc(Oc2ccc(NC(=O)Nc3ccc(Cl)c(C(F)(F)F)c3)c(F)c2)ccn1. The result is 0 (non-blocker). (5) The drug is O=C1O[C@]2(CC[C@H](c3nc4cc(OC(F)(F)F)ccc4[nH]3)CC2)CN1c1ccc(F)cc1. The result is 1 (blocker). (6) The drug is O=C1COc2ccc(CNC34CCC(CCc5c(F)cnc6ccc(=O)[nH]c56)(CC3)OC4)nc2N1. The result is 1 (blocker). (7) The molecule is O=C(NCc1ccc(OC(F)(F)F)cc1)C1c2ccccc2C(=O)N1C1CC(F)(F)C1. The result is 0 (non-blocker). (8) The compound is O=C1C[C@@H](c2ccc(O)cc2)Oc2cc(O)cc(O)c21. The result is 0 (non-blocker). (9) The compound is COc1ccc(C2(O)CCC(N3CC(NC(=O)CNc4n[nH]c5ccc(C(F)(F)F)cc45)C3)CC2)cn1. The result is 0 (non-blocker). (10) The molecule is O=C(NCc1ccc(OC(F)(F)F)cc1)C1c2ccccc2C(=O)N1C1CCOCC1. The result is 0 (non-blocker).